This data is from Reaction yield outcomes from USPTO patents with 853,638 reactions. The task is: Predict the reaction yield, written as a fraction of the theoretical maximum amount of product (1.0 means a 100% yield; for example, 0.34 means a 34% yield). The reactants are [F:1][C:2]1[CH:3]=[CH:4][C:5](I)=[N:6][CH:7]=1.Br[C:10]([F:17])([F:16])[C:11]([O:13][CH2:14][CH3:15])=[O:12].C(=O)(O)[O-].[Na+]. The catalyst is CS(C)=O.[Cu]. The product is [F:16][C:10]([F:17])([C:5]1[CH:4]=[CH:3][C:2]([F:1])=[CH:7][N:6]=1)[C:11]([O:13][CH2:14][CH3:15])=[O:12]. The yield is 0.540.